From a dataset of Reaction yield outcomes from USPTO patents with 853,638 reactions. Predict the reaction yield, written as a fraction of the theoretical maximum amount of product (1.0 means a 100% yield; for example, 0.34 means a 34% yield). (1) The reactants are [F:1][C:2]1[CH:7]=[CH:6][C:5]([C:8]2[O:9][CH:10]=[C:11]([C:13]([CH3:17])([CH3:16])[CH2:14][NH2:15])[N:12]=2)=[CH:4][CH:3]=1.[F:18][C:19]1[CH:27]=[CH:26][C:25]([C:28]2[N:32]=[C:31]([C:33]([F:36])([F:35])[F:34])[O:30][N:29]=2)=[CH:24][C:20]=1[C:21](O)=[O:22]. No catalyst specified. The product is [F:18][C:19]1[CH:27]=[CH:26][C:25]([C:28]2[N:32]=[C:31]([C:33]([F:36])([F:34])[F:35])[O:30][N:29]=2)=[CH:24][C:20]=1[C:21]([NH:15][CH2:14][C:13]([C:11]1[N:12]=[C:8]([C:5]2[CH:4]=[CH:3][C:2]([F:1])=[CH:7][CH:6]=2)[O:9][CH:10]=1)([CH3:17])[CH3:16])=[O:22]. The yield is 0.320. (2) The reactants are Cl[C:2]([C:13]1[N:14]=[C:15]([CH3:31])[N:16]([C:19]2[CH:24]=[CH:23][C:22]([O:25][CH3:26])=[C:21]([C:27]([F:30])([F:29])[F:28])[CH:20]=2)[C:17]=1[CH3:18])=[C:3]([C:6]1[CH:11]=[CH:10][N:9]=[C:8]([Cl:12])[CH:7]=1)C=O.CC(C)([O-])C.[K+].O. The catalyst is C1COCC1. The product is [Cl:12][C:8]1[CH:7]=[C:6]([C:3]#[C:2][C:13]2[N:14]=[C:15]([CH3:31])[N:16]([C:19]3[CH:24]=[CH:23][C:22]([O:25][CH3:26])=[C:21]([C:27]([F:30])([F:28])[F:29])[CH:20]=3)[C:17]=2[CH3:18])[CH:11]=[CH:10][N:9]=1. The yield is 0.190. (3) The reactants are Br[C:2]1[CH:3]=[CH:4][CH:5]=[C:6]2[C:11]=1[N:10]=[CH:9][CH:8]=[CH:7]2.[Li]CCCC.Cl[P:18]([C:25]1[CH:30]=[CH:29][CH:28]=[CH:27][CH:26]=1)[C:19]1[CH:24]=[CH:23][CH:22]=[CH:21][CH:20]=1. The catalyst is C1COCC1. The product is [C:25]1([P:18]([C:19]2[CH:20]=[CH:21][CH:22]=[CH:23][CH:24]=2)[C:2]2[CH:3]=[CH:4][CH:5]=[C:6]3[C:11]=2[N:10]=[CH:9][CH:8]=[CH:7]3)[CH:26]=[CH:27][CH:28]=[CH:29][CH:30]=1. The yield is 0.600.